From a dataset of Forward reaction prediction with 1.9M reactions from USPTO patents (1976-2016). Predict the product of the given reaction. The product is: [Br:30][C:31]1[N:32]=[C:33]([C:2]2[S:3][C:4]3[C:10]([C:11]4[CH:16]=[CH:15][C:14]([Cl:17])=[CH:13][CH:12]=4)=[C:9]([C@H:18]([O:24][C:25]([CH3:26])([CH3:27])[CH3:28])[C:19]([O:21][CH2:22][CH3:23])=[O:20])[C:8]([CH3:29])=[CH:7][C:5]=3[N:6]=2)[S:34][CH:35]=1. Given the reactants Br[C:2]1[S:3][C:4]2[C:10]([C:11]3[CH:16]=[CH:15][C:14]([Cl:17])=[CH:13][CH:12]=3)=[C:9]([C@H:18]([O:24][C:25]([CH3:28])([CH3:27])[CH3:26])[C:19]([O:21][CH2:22][CH3:23])=[O:20])[C:8]([CH3:29])=[CH:7][C:5]=2[N:6]=1.[Br:30][C:31]1[N:32]=[C:33]([Sn](CCCC)(CCCC)CCCC)[S:34][CH:35]=1, predict the reaction product.